From a dataset of Peptide-MHC class II binding affinity with 134,281 pairs from IEDB. Regression. Given a peptide amino acid sequence and an MHC pseudo amino acid sequence, predict their binding affinity value. This is MHC class II binding data. The peptide sequence is THMMIWHSNLNDATY. The MHC is DRB1_0405 with pseudo-sequence DRB1_0405. The binding affinity (normalized) is 0.209.